This data is from Forward reaction prediction with 1.9M reactions from USPTO patents (1976-2016). The task is: Predict the product of the given reaction. (1) Given the reactants C(OC([NH:8][C@H:9]1[CH2:14][CH2:13][CH2:12][N:11]([C:15]2[N:20]3[N:21]=[CH:22][CH:23]=[C:19]3[N:18]=[C:17]([CH3:24])[C:16]=2[CH:25]([CH2:31][CH2:32][CH3:33])[C:26]([O:28][CH2:29][CH3:30])=[O:27])[CH2:10]1)=O)(C)(C)C.FC(F)(F)C(O)=O.C1(C)C=CC=CC=1.[Cl:48][C:49]1[CH:54]=[CH:53][C:52]([S:55](Cl)(=[O:57])=[O:56])=[CH:51][CH:50]=1, predict the reaction product. The product is: [Cl:48][C:49]1[CH:54]=[CH:53][C:52]([S:55]([NH:8][C@H:9]2[CH2:14][CH2:13][CH2:12][N:11]([C:15]3[N:20]4[N:21]=[CH:22][CH:23]=[C:19]4[N:18]=[C:17]([CH3:24])[C:16]=3[CH:25]([CH2:31][CH2:32][CH3:33])[C:26]([O:28][CH2:29][CH3:30])=[O:27])[CH2:10]2)(=[O:57])=[O:56])=[CH:51][CH:50]=1. (2) Given the reactants [CH2:1]=[CH:2][CH2:3][CH2:4][CH2:5][CH2:6][CH2:7][CH2:8][CH2:9][CH2:10][CH3:11].Br[C:13]1[CH:14]=[CH:15][C:16]([CH3:23])=[C:17]([CH:22]=1)[C:18]([O:20][CH3:21])=[O:19], predict the reaction product. The product is: [CH3:23][C:16]1[CH:15]=[CH:14][C:13]([CH2:11][CH2:10][CH2:9][CH2:8][CH2:7][CH2:6][CH2:5][CH2:4][CH2:3][CH2:2][CH3:1])=[CH:22][C:17]=1[C:18]([O:20][CH3:21])=[O:19]. (3) Given the reactants [H-].[Na+].[CH2:3]1COCC1.[NH:8]1[C:16]2[C:11](=[CH:12][CH:13]=[CH:14][CH:15]=2)[C:10]([CH:17]2[CH2:22][CH2:21][N:20]([CH2:23][CH2:24][N:25]3[C:30](=[O:31])[C:29]4[CH:32]=[CH:33][CH:34]=[CH:35][C:28]=4[N:27]=[N:26]3)[CH2:19][CH2:18]2)=[CH:9]1.IC, predict the reaction product. The product is: [CH3:3][N:8]1[C:16]2[C:11](=[CH:12][CH:13]=[CH:14][CH:15]=2)[C:10]([CH:17]2[CH2:22][CH2:21][N:20]([CH2:23][CH2:24][N:25]3[C:30](=[O:31])[C:29]4[CH:32]=[CH:33][CH:34]=[CH:35][C:28]=4[N:27]=[N:26]3)[CH2:19][CH2:18]2)=[CH:9]1.